Dataset: Peptide-MHC class II binding affinity with 134,281 pairs from IEDB. Task: Regression. Given a peptide amino acid sequence and an MHC pseudo amino acid sequence, predict their binding affinity value. This is MHC class II binding data. (1) The peptide sequence is KVDTRAKDPPAGTRK. The MHC is HLA-DQA10601-DQB10402 with pseudo-sequence HLA-DQA10601-DQB10402. The binding affinity (normalized) is 0. (2) The peptide sequence is PRGVTHDQLNNFRAG. The MHC is DRB1_0101 with pseudo-sequence DRB1_0101. The binding affinity (normalized) is 0.408. (3) The peptide sequence is EKALWIIFSQNMNIK. The MHC is HLA-DPA10201-DPB10101 with pseudo-sequence HLA-DPA10201-DPB10101. The binding affinity (normalized) is 0.398. (4) The peptide sequence is TLELLYADTVAFCFR. The MHC is DRB1_1302 with pseudo-sequence DRB1_1302. The binding affinity (normalized) is 0.621. (5) The peptide sequence is KLVLDIKYTRPGDSL. The MHC is DRB1_0301 with pseudo-sequence DRB1_0301. The binding affinity (normalized) is 0.775. (6) The peptide sequence is ATAANAAPANDKFTV. The MHC is DRB1_1001 with pseudo-sequence DRB1_1001. The binding affinity (normalized) is 0.240. (7) The peptide sequence is VVPDGYKLTGNVLIL. The MHC is DRB1_0401 with pseudo-sequence DRB1_0401. The binding affinity (normalized) is 0.695.